From a dataset of Peptide-MHC class I binding affinity with 185,985 pairs from IEDB/IMGT. Regression. Given a peptide amino acid sequence and an MHC pseudo amino acid sequence, predict their binding affinity value. This is MHC class I binding data. The peptide sequence is AYYWNQNGF. The MHC is HLA-B35:01 with pseudo-sequence HLA-B35:01. The binding affinity (normalized) is 0.0847.